This data is from Forward reaction prediction with 1.9M reactions from USPTO patents (1976-2016). The task is: Predict the product of the given reaction. (1) The product is: [CH3:2][CH2:1][O:3][C:4]([C:6]1[N:14]([C:15]([O:17][C:18]([CH3:21])([CH3:20])[CH3:19])=[O:16])[C:9]2=[N:10][CH:11]=[CH:12][CH:13]=[C:8]2[CH:7]=1)=[O:5]. Given the reactants [CH2:1]([O:3][C:4]([C:6]1[NH:14][C:9]2=[N:10][CH:11]=[CH:12][CH:13]=[C:8]2[CH:7]=1)=[O:5])[CH3:2].[C:15](O[C:15]([O:17][C:18]([CH3:21])([CH3:20])[CH3:19])=[O:16])([O:17][C:18]([CH3:21])([CH3:20])[CH3:19])=[O:16], predict the reaction product. (2) Given the reactants [C:1]([NH:6][NH:7][C:8]([C:10]1[N:15]2[N:16]=[C:17]([NH2:19])[N:18]=[C:14]2[CH:13]=[C:12]([Br:20])[CH:11]=1)=[O:9])(=O)[CH:2]([CH3:4])[CH3:3], predict the reaction product. The product is: [Br:20][C:12]1[CH:11]=[C:10]([C:8]2[O:9][C:1]([CH:2]([CH3:4])[CH3:3])=[N:6][N:7]=2)[N:15]2[N:16]=[C:17]([NH2:19])[N:18]=[C:14]2[CH:13]=1. (3) Given the reactants [C:1]([O:5][C:6]([NH:8][CH2:9][CH2:10][N:11]([C:19]1[CH:24]=[CH:23][CH:22]=[C:21]([N+:25]([O-])=O)[CH:20]=1)[C:12](=[O:18])[O:13][C:14]([CH3:17])([CH3:16])[CH3:15])=[O:7])([CH3:4])([CH3:3])[CH3:2], predict the reaction product. The product is: [C:14]([O:13][C:12](=[O:18])[N:11]([C:19]1[CH:24]=[CH:23][CH:22]=[C:21]([NH2:25])[CH:20]=1)[CH2:10][CH2:9][NH:8][C:6]([O:5][C:1]([CH3:3])([CH3:4])[CH3:2])=[O:7])([CH3:15])([CH3:16])[CH3:17].